From a dataset of Catalyst prediction with 721,799 reactions and 888 catalyst types from USPTO. Predict which catalyst facilitates the given reaction. Reactant: [CH2:1]([N:8]1[CH2:12][CH2:11][C@@H:10]([C:13]([C:26]#[N:27])([C:20]2[CH:25]=[CH:24][CH:23]=[CH:22][CH:21]=2)[C:14]2[CH:19]=[CH:18][CH:17]=[CH:16][CH:15]=2)[CH2:9]1)[C:2]1[CH:7]=[CH:6][CH:5]=[CH:4][CH:3]=1.[ClH:28]. The catalyst class is: 480. Product: [ClH:28].[CH2:1]([N:8]1[CH2:12][CH2:11][C@@H:10]([C:13]([C:26]#[N:27])([C:20]2[CH:25]=[CH:24][CH:23]=[CH:22][CH:21]=2)[C:14]2[CH:15]=[CH:16][CH:17]=[CH:18][CH:19]=2)[CH2:9]1)[C:2]1[CH:3]=[CH:4][CH:5]=[CH:6][CH:7]=1.